Dataset: Reaction yield outcomes from USPTO patents with 853,638 reactions. Task: Predict the reaction yield, written as a fraction of the theoretical maximum amount of product (1.0 means a 100% yield; for example, 0.34 means a 34% yield). The reactants are C(OC([N:8]1[CH2:13][CH2:12][CH:11]([NH:14][C:15]2[N:20]=[C:19]([CH3:21])[CH:18]=[C:17]([CH3:22])[N:16]=2)[CH2:10][CH2:9]1)=O)(C)(C)C.Cl. The catalyst is C1COCC1. The product is [CH3:21][C:19]1[CH:18]=[C:17]([CH3:22])[N:16]=[C:15]([NH:14][CH:11]2[CH2:12][CH2:13][NH:8][CH2:9][CH2:10]2)[N:20]=1. The yield is 0.590.